This data is from Reaction yield outcomes from USPTO patents with 853,638 reactions. The task is: Predict the reaction yield, written as a fraction of the theoretical maximum amount of product (1.0 means a 100% yield; for example, 0.34 means a 34% yield). (1) The reactants are [CH2:1]([O:3][C:4]([C:6]1[N:7]=[C:8]2[C:13]([C:14]([F:17])([F:16])[F:15])=[CH:12][C:11]([C:18]3[CH:23]=[CH:22][CH:21]=[CH:20][CH:19]=3)=[CH:10][N:9]2[C:24]=1Br)=[O:5])[CH3:2].Cl[C:27]([F:33])([F:32])C(OC)=O.[F-:34].[K+]. The catalyst is CN(C=O)C.CCOC(C)=O.[Cu]I. The product is [CH2:1]([O:3][C:4]([C:6]1[N:7]=[C:8]2[C:13]([C:14]([F:17])([F:16])[F:15])=[CH:12][C:11]([C:18]3[CH:23]=[CH:22][CH:21]=[CH:20][CH:19]=3)=[CH:10][N:9]2[C:24]=1[C:27]([F:33])([F:34])[F:32])=[O:5])[CH3:2]. The yield is 0.210. (2) The reactants are [NH2:1][C:2]1[N:7]=[CH:6][C:5]([C:8]([N:10]=[S:11]([CH2:14][C:15]([O:17][CH2:18][CH3:19])=[O:16])([CH3:13])=[O:12])=[O:9])=[CH:4][C:3]=1I.[C:21]([C:23]1[CH:24]=[C:25]([NH:29][C:30]([C:32]2[O:33][CH:34]=[CH:35][C:36]=2[CH3:37])=[O:31])[CH:26]=[CH:27][CH:28]=1)#[CH:22].C(N(CC)CC)C.C([O-])(O)=O.[Na+]. The catalyst is CN(C=O)C.Cl[Pd](Cl)([P](C1C=CC=CC=1)(C1C=CC=CC=1)C1C=CC=CC=1)[P](C1C=CC=CC=1)(C1C=CC=CC=1)C1C=CC=CC=1.[Cu]I.C1(P(C2C=CC=CC=2)C2C=CC=CC=2)C=CC=CC=1. The product is [CH2:18]([O:17][C:15](=[O:16])[CH2:14][S:11]([CH3:13])(=[N:10][C:8]([C:5]1[CH:6]=[N:7][C:2]([NH2:1])=[C:3]([C:22]#[C:21][C:23]2[CH:28]=[CH:27][CH:26]=[C:25]([NH:29][C:30]([C:32]3[O:33][CH:34]=[CH:35][C:36]=3[CH3:37])=[O:31])[CH:24]=2)[CH:4]=1)=[O:9])=[O:12])[CH3:19]. The yield is 0.470. (3) The reactants are [CH3:1][C:2]([CH3:21])=[CH:3][C:4]1[CH:5]=[C:6]([CH:11]=[CH:12][C:13]=1[O:14]C1CCCCO1)[C:7]([O:9][CH3:10])=[O:8].CC1C=CC(S([O-])(=O)=O)=CC=1.C1C=C[NH+]=CC=1. The catalyst is CO. The product is [OH:14][C:13]1[CH:12]=[CH:11][C:6]([C:7]([O:9][CH3:10])=[O:8])=[CH:5][C:4]=1[CH:3]=[C:2]([CH3:21])[CH3:1]. The yield is 0.980.